From a dataset of Reaction yield outcomes from USPTO patents with 853,638 reactions. Predict the reaction yield, written as a fraction of the theoretical maximum amount of product (1.0 means a 100% yield; for example, 0.34 means a 34% yield). (1) The yield is 0.580. The product is [Br:1][C:11]1[CH:10]=[CH:9][C:7]([NH2:8])=[C:6]([O:5][CH2:3][CH3:4])[CH:12]=1. The reactants are [Br:1]Br.[CH2:3]([O:5][C:6]1[CH:12]=[CH:11][CH:10]=[CH:9][C:7]=1[NH2:8])[CH3:4].[OH-].[K+]. The catalyst is C(O)(=O)C. (2) The product is [F:11][C:9]1([F:12])[CH2:10][C:7]([CH2:6][C:14]#[N:15])([CH3:13])[CH2:8]1. The reactants are CS(O[CH2:6][C:7]1([CH3:13])[CH2:10][C:9]([F:12])([F:11])[CH2:8]1)(=O)=O.[C-:14]#[N:15].[Na+]. The yield is 0.740. The catalyst is CS(C)=O.O.